Task: Predict the reactants needed to synthesize the given product.. Dataset: Full USPTO retrosynthesis dataset with 1.9M reactions from patents (1976-2016) (1) Given the product [ClH:48].[F:1][C:2]1[CH:3]=[CH:4][C:5]([CH2:8][O:9][C:10]2[CH:15]=[CH:14][N:13]([C:16]3[CH:21]=[CH:20][C:19]4[C:22]5[CH2:27][CH2:26][N:25]([CH:31]([CH3:33])[CH3:30])[CH2:24][C:23]=5[S:28][C:18]=4[CH:17]=3)[C:12](=[O:29])[CH:11]=2)=[N:6][CH:7]=1, predict the reactants needed to synthesize it. The reactants are: [F:1][C:2]1[CH:3]=[CH:4][C:5]([CH2:8][O:9][C:10]2[CH:15]=[CH:14][N:13]([C:16]3[CH:21]=[CH:20][C:19]4[C:22]5[CH2:27][CH2:26][NH:25][CH2:24][C:23]=5[S:28][C:18]=4[CH:17]=3)[C:12](=[O:29])[CH:11]=2)=[N:6][CH:7]=1.[CH3:30][C:31]([CH3:33])=O.N1C=CC=CC=1C.B.C([O-])(O)=O.[Na+].C(Cl)[Cl:48]. (2) Given the product [N:1]1[CH:6]=[CH:5][C:4]([C:7]2[CH:12]=[CH:11][C:10]([CH2:13][NH:14][C:21]([C:18]3[CH:19]=[CH:20][C:15]([C:24]4[CH:25]=[CH:26][CH:27]=[CH:28][CH:29]=4)=[CH:16][CH:17]=3)=[O:22])=[CH:9][CH:8]=2)=[CH:3][N:2]=1, predict the reactants needed to synthesize it. The reactants are: [N:1]1[CH:6]=[CH:5][C:4]([C:7]2[CH:12]=[CH:11][C:10]([CH2:13][NH2:14])=[CH:9][CH:8]=2)=[CH:3][N:2]=1.[C:15]1([C:24]2[CH:29]=[CH:28][CH:27]=[CH:26][CH:25]=2)[CH:20]=[CH:19][C:18]([C:21](O)=[O:22])=[CH:17][CH:16]=1.F[P-](F)(F)(F)(F)F.N1(OC(N(C)C)=[N+](C)C)C2N=CC=CC=2N=N1.CCN(C(C)C)C(C)C. (3) Given the product [Cl:24][C:18]1[C:19]([Cl:23])=[CH:20][CH:21]=[CH:22][C:17]=1[C:13]1[CH:14]=[CH:15][CH:16]=[C:11]([CH:5]([C:4]([OH:25])=[O:3])[C:6]([OH:8])=[O:7])[CH:12]=1, predict the reactants needed to synthesize it. The reactants are: C([O:3][C:4](=[O:25])[CH:5]([C:11]1[CH:12]=[C:13]([C:17]2[CH:22]=[CH:21][CH:20]=[C:19]([Cl:23])[C:18]=2[Cl:24])[CH:14]=[CH:15][CH:16]=1)[C:6]([O:8]CC)=[O:7])C.[OH-].[Na+]. (4) The reactants are: [CH3:1][O:2][CH2:3][CH2:4][CH:5]([NH2:7])[CH3:6].Cl[C:9]1[N:14]=[C:13]([C:15]2[CH:20]=[CH:19][N:18]=[C:17]([NH:21][C:22]3[CH:27]=[CH:26][CH:25]=[C:24]([F:28])[CH:23]=3)[CH:16]=2)[CH:12]=[CH:11][N:10]=1. Given the product [F:28][C:24]1[CH:23]=[C:22]([NH:21][C:17]2[CH:16]=[C:15]([C:13]3[CH:12]=[CH:11][N:10]=[C:9]([NH:7][CH:5]([CH3:6])[CH2:4][CH2:3][O:2][CH3:1])[N:14]=3)[CH:20]=[CH:19][N:18]=2)[CH:27]=[CH:26][CH:25]=1, predict the reactants needed to synthesize it. (5) Given the product [CH3:2][O:3][C:4]1[CH:5]=[C:6]([C:12]2[C:13]([CH3:25])([CH3:24])[C:14](=[O:23])[N:15]([CH:17]3[CH2:22][CH2:21][N:20]([S:32]([C:26]4[CH:31]=[CH:30][CH:29]=[CH:28][CH:27]=4)(=[O:34])=[O:33])[CH2:19][CH2:18]3)[N:16]=2)[CH:7]=[CH:8][C:9]=1[O:10][CH3:11], predict the reactants needed to synthesize it. The reactants are: Cl.[CH3:2][O:3][C:4]1[CH:5]=[C:6]([C:12]2[C:13]([CH3:25])([CH3:24])[C:14](=[O:23])[N:15]([CH:17]3[CH2:22][CH2:21][NH:20][CH2:19][CH2:18]3)[N:16]=2)[CH:7]=[CH:8][C:9]=1[O:10][CH3:11].[C:26]1([S:32](Cl)(=[O:34])=[O:33])[CH:31]=[CH:30][CH:29]=[CH:28][CH:27]=1.